This data is from Catalyst prediction with 721,799 reactions and 888 catalyst types from USPTO. The task is: Predict which catalyst facilitates the given reaction. (1) Product: [CH:22]([C:18]1[CH:19]=[CH:20][CH:21]=[C:4]([CH:1]([CH3:3])[CH3:2])[C:5]=1[O:6][C:7]([C:9]1[CH:17]=[CH:16][CH:15]=[CH:14][C:10]=1[C:11]([NH:34][CH2:33][CH2:32][C:31]([OH:35])=[O:30])=[O:12])=[O:8])([CH3:24])[CH3:23]. The catalyst class is: 39. Reactant: [CH:1]([C:4]1[CH:21]=[CH:20][CH:19]=[C:18]([CH:22]([CH3:24])[CH3:23])[C:5]=1[O:6][C:7]([C:9]1[CH:17]=[CH:16][CH:15]=[CH:14][C:10]=1[C:11](O)=[O:12])=[O:8])([CH3:3])[CH3:2].Cl.C([O:30][C:31](=[O:35])[CH2:32][CH2:33][NH2:34])(C)(C)C.C(N(C(C)C)CC)(C)C.F[P-](F)(F)(F)(F)F.N1(OC(N(C)C)=[N+](C)C)C2C=CC=CC=2N=N1. (2) Reactant: CN1CCCC1.C=C(OC(=O)[N:12]([C:14]1[CH:23]=[C:22]2[C:17]([CH:18]=[C:19]([C:25]3[CH:30]=[C:29]([NH:31][C:32](OC(C)=C)=[O:33])[C:28]([F:38])=[CH:27][C:26]=3[CH3:39])[C:20]([CH3:24])=[N:21]2)=[CH:16][N:15]=1)[CH3:13])C.[CH2:41]([NH2:49])[CH2:42][C:43]1[CH:48]=[CH:47][CH:46]=[CH:45][CH:44]=1. Product: [F:38][C:28]1[CH:27]=[C:26]([CH3:39])[C:25]([C:19]2[C:20]([CH3:24])=[N:21][C:22]3[C:17]([CH:18]=2)=[CH:16][N:15]=[C:14]([NH:12][CH3:13])[CH:23]=3)=[CH:30][C:29]=1[NH:31][C:32]([NH:49][CH2:41][CH2:42][C:43]1[CH:48]=[CH:47][CH:46]=[CH:45][CH:44]=1)=[O:33]. The catalyst class is: 12. (3) Product: [Cl:13][C:6]1[CH:11]=[CH:10][C:9]([O:36][C:33]2[CH:14]=[N:15][CH:20]=[C:19]3[O:18][C:17]([C:16]([NH2:12])=[O:1])=[CH:30][C:31]=23)=[CH:8][CH:7]=1. The catalyst class is: 3. Reactant: [OH2:1].ON1[C:7]2[CH:8]=[CH:9][CH:10]=[CH:11][C:6]=2N=N1.[NH4+:12].[Cl-:13].[CH3:14][N:15]1[CH2:20][CH2:19][O:18][CH2:17][CH2:16]1.Cl.CN(C)CCCN=C=N[CH2:30][CH3:31].[C:33]([O-:36])(O)=O.[Na+]. (4) Reactant: C1(P(C2C=CC=CC=2)C2C=CC=CC=2)C=CC=CC=1.N(C(OC(C)C)=O)=NC([O:24][CH:25]([CH3:27])C)=O.[Cl:34][C:35]1[N:40]=[CH:39][C:38]([CH2:41][N:42]([CH2:46][CH:47]([CH3:49])[CH3:48])[CH2:43][CH2:44]O)=[CH:37][CH:36]=1.[S:50]1C=CC=C1CC(O)=O. Product: [Cl:34][C:35]1[N:40]=[CH:39][C:38]([CH2:41][N:42]([CH2:46][CH:47]([CH3:49])[CH3:48])[CH2:43][CH2:44][S:50][C:25](=[O:24])[CH3:27])=[CH:37][CH:36]=1. The catalyst class is: 1.